The task is: Predict the reaction yield, written as a fraction of the theoretical maximum amount of product (1.0 means a 100% yield; for example, 0.34 means a 34% yield).. This data is from Reaction yield outcomes from USPTO patents with 853,638 reactions. (1) The reactants are Cl[C:2]1[C:11]2[C:6](=[CH:7][CH:8]=[C:9]([Cl:12])[N:10]=2)[N:5]=[CH:4][C:3]=1[C:13](=[O:15])[CH3:14].[NH2:16][CH2:17][C@H:18]1[CH2:23][CH2:22][C@H:21]([N:24]([CH3:26])[CH3:25])[CH2:20][CH2:19]1. No catalyst specified. The product is [Cl:12][C:9]1[N:10]=[C:11]2[C:6](=[CH:7][CH:8]=1)[N:5]=[CH:4][C:3]([C:13](=[O:15])[CH3:14])=[C:2]2[NH:16][CH2:17][C@H:18]1[CH2:23][CH2:22][C@H:21]([N:24]([CH3:26])[CH3:25])[CH2:20][CH2:19]1. The yield is 0.860. (2) The reactants are [CH:1]([C:4]1[C:5]([C:14]([C:16]2[CH:17]=[C:18]([CH:23]=[CH:24][C:25]#[N:26])[CH:19]=[C:20]([CH3:22])[CH:21]=2)=[O:15])=[N:6][C:7]([O:12]C)=[N:8][C:9]=1[O:10]C)([CH3:3])[CH3:2]. The catalyst is C1COCC1.C(Cl)(=O)C(Cl)=O. The product is [CH:1]([C:4]1[C:9](=[O:10])[NH:8][C:7](=[O:12])[NH:6][C:5]=1[C:14]([C:16]1[CH:17]=[C:18]([CH:23]=[CH:24][C:25]#[N:26])[CH:19]=[C:20]([CH3:22])[CH:21]=1)=[O:15])([CH3:3])[CH3:2]. The yield is 0.550. (3) The reactants are Br[C:2]1[CH:7]=[CH:6][C:5]([O:8][CH:9]([F:11])[F:10])=[C:4]([CH2:12][CH2:13][F:14])[CH:3]=1.C([Li])CCC.[Br:20][C:21]1[CH:22]=[C:23]([C:27]([C:35]2[C:36]([C:41]#[N:42])=[N:37][CH:38]=[CH:39][CH:40]=2)=[N:28]S(C(C)(C)C)=O)[CH:24]=[CH:25][CH:26]=1.Cl. The catalyst is C1COCC1. The product is [Br:20][C:21]1[CH:22]=[C:23]([C:27]2([C:2]3[CH:7]=[CH:6][C:5]([O:8][CH:9]([F:11])[F:10])=[C:4]([CH2:12][CH2:13][F:14])[CH:3]=3)[C:35]3[C:36](=[N:37][CH:38]=[CH:39][CH:40]=3)[C:41]([NH2:42])=[N:28]2)[CH:24]=[CH:25][CH:26]=1. The yield is 0.810. (4) The reactants are [OH:1][C:2]1[CH:11]=[C:10]2[C:5]([C:6]([O:12][C:13]3[C:14]([CH3:23])=[N:15][C:16]4[C:21]([CH:22]=3)=[CH:20][N:19]=[CH:18][CH:17]=4)=[CH:7][CH:8]=[N:9]2)=[CH:4][C:3]=1[O:24][CH3:25].C(=O)([O-])[O-].[K+].[K+].[CH2:32]([CH:34]1[O:36][CH2:35]1)Br.O. The product is [CH3:25][O:24][C:3]1[CH:4]=[C:5]2[C:10](=[CH:11][C:2]=1[O:1][CH2:32][CH:34]1[CH2:35][O:36]1)[N:9]=[CH:8][CH:7]=[C:6]2[O:12][C:13]1[C:14]([CH3:23])=[N:15][C:16]2[C:21]([CH:22]=1)=[CH:20][N:19]=[CH:18][CH:17]=2. The yield is 0.330. The catalyst is CN(C)C=O. (5) The reactants are [CH3:1][C:2]([C:5]([C:7]1[CH:12]=[C:11]([C:13](OC)=[O:14])[CH:10]=[CH:9][C:8]=1[C:17]1[CH:22]=[C:21]([O:23][CH3:24])[CH:20]=[CH:19][C:18]=1[F:25])=[CH2:6])([CH3:4])[CH3:3].[H-].[H-].[H-].[H-].[Li+].[Al+3].[OH-].[Na+]. The catalyst is C1COCC1. The product is [CH3:4][C:2]([C:5]([C:7]1[CH:12]=[C:11]([CH2:13][OH:14])[CH:10]=[CH:9][C:8]=1[C:17]1[CH:22]=[C:21]([O:23][CH3:24])[CH:20]=[CH:19][C:18]=1[F:25])=[CH2:6])([CH3:1])[CH3:3]. The yield is 0.740. (6) The reactants are [CH3:1][O:2][C:3]1[C:8]2[NH:9][C:10]([C:12]3[S:13][CH:14]=[CH:15][CH:16]=3)=[N:11][C:7]=2[C:6]([C:17]([O:19]C)=[O:18])=[CH:5][CH:4]=1.[OH-].[Na+]. The catalyst is C(O)C.O. The product is [CH3:1][O:2][C:3]1[C:8]2[NH:9][C:10]([C:12]3[S:13][CH:14]=[CH:15][CH:16]=3)=[N:11][C:7]=2[C:6]([C:17]([OH:19])=[O:18])=[CH:5][CH:4]=1. The yield is 0.580. (7) The reactants are I[C:2]1[CH:10]=[C:9]2[C:5]([CH2:6][N:7]3[C:13]([C:14]4[C:15]([C:20]5[CH:25]=[CH:24][CH:23]=[CH:22][CH:21]=5)=[N:16][O:17][C:18]=4[CH3:19])=[N:12][N:11]=[C:8]32)=[CH:4][CH:3]=1.[C:26]([O:30][C:31]([N:33]1[CH2:38][CH:37]=[C:36]([Sn](CCCC)(CCCC)CCCC)[CH2:35][CH2:34]1)=[O:32])([CH3:29])([CH3:28])[CH3:27]. The catalyst is CN(C=O)C.Cl[Pd](Cl)([P](C1C=CC=CC=1)(C1C=CC=CC=1)C1C=CC=CC=1)[P](C1C=CC=CC=1)(C1C=CC=CC=1)C1C=CC=CC=1. The product is [C:26]([O:30][C:31]([N:33]1[CH2:34][CH:35]=[C:36]([C:2]2[CH:10]=[C:9]3[C:5]([CH2:6][N:7]4[C:13]([C:14]5[C:15]([C:20]6[CH:21]=[CH:22][CH:23]=[CH:24][CH:25]=6)=[N:16][O:17][C:18]=5[CH3:19])=[N:12][N:11]=[C:8]43)=[CH:4][CH:3]=2)[CH2:37][CH2:38]1)=[O:32])([CH3:29])([CH3:27])[CH3:28]. The yield is 0.800. (8) The reactants are [C:1]([O:5][C:6]([N:8]1[CH2:14][CH2:13][CH2:12][N:11]([S:15]([C:18]2[CH:19]=[C:20]([CH:24]=[CH:25][C:26]=2[F:27])[C:21]([OH:23])=O)(=[O:17])=[O:16])[CH2:10][CH2:9]1)=[O:7])([CH3:4])([CH3:3])[CH3:2].C1N=C[N:30](C(N2C=NC=C2)=O)C=1. The catalyst is C1COCC1. The product is [NH2:30][C:21]([C:20]1[CH:24]=[CH:25][C:26]([F:27])=[C:18]([S:15]([N:11]2[CH2:12][CH2:13][CH2:14][N:8]([C:6]([O:5][C:1]([CH3:4])([CH3:2])[CH3:3])=[O:7])[CH2:9][CH2:10]2)(=[O:17])=[O:16])[CH:19]=1)=[O:23]. The yield is 0.962. (9) The reactants are C(OC([N:8]1[CH2:13][CH:12]2[CH2:14][CH:9]1[CH2:10][N:11]2[C:15]1[C:16]2[C:17](=[C:21]([C:31]3[CH:36]=[CH:35][C:34]([Cl:37])=[CH:33][CH:32]=3)[N:22]([C:24]3[CH:29]=[CH:28][CH:27]=[CH:26][C:25]=3[Cl:30])[N:23]=2)[N:18]=[CH:19][N:20]=1)=O)(C)(C)C.Cl. The catalyst is O1CCOCC1. The product is [ClH:30].[Cl:37][C:34]1[CH:35]=[CH:36][C:31]([C:21]2[N:22]([C:24]3[CH:29]=[CH:28][CH:27]=[CH:26][C:25]=3[Cl:30])[N:23]=[C:16]3[C:15]([N:11]4[CH2:10][CH:9]5[CH2:14][CH:12]4[CH2:13][NH:8]5)=[N:20][CH:19]=[N:18][C:17]=23)=[CH:32][CH:33]=1. The yield is 0.920.